Task: Regression. Given a peptide amino acid sequence and an MHC pseudo amino acid sequence, predict their binding affinity value. This is MHC class II binding data.. Dataset: Peptide-MHC class II binding affinity with 134,281 pairs from IEDB (1) The peptide sequence is AFKVAAYAANAAPAN. The MHC is DRB1_0901 with pseudo-sequence DRB1_0901. The binding affinity (normalized) is 0.825. (2) The peptide sequence is QKLIEDINASFRAAM. The MHC is HLA-DQA10201-DQB10202 with pseudo-sequence HLA-DQA10201-DQB10202. The binding affinity (normalized) is 0.273.